From a dataset of Forward reaction prediction with 1.9M reactions from USPTO patents (1976-2016). Predict the product of the given reaction. (1) Given the reactants [CH:1]1([CH:7]([NH:32]C(OC(C)(C)C)=O)[CH2:8][CH2:9][N:10]2[CH2:15][CH2:14][CH:13]([N:16]([CH2:30][CH3:31])[C:17](=[O:29])[CH2:18][C:19]3[CH:24]=[CH:23][C:22]([S:25]([CH3:28])(=[O:27])=[O:26])=[CH:21][CH:20]=3)[CH2:12][CH2:11]2)[CH2:6][CH2:5][CH2:4][CH2:3][CH2:2]1, predict the reaction product. The product is: [CH:1]1([CH:7]([NH2:32])[CH2:8][CH2:9][N:10]2[CH2:11][CH2:12][CH:13]([N:16]([CH2:30][CH3:31])[C:17](=[O:29])[CH2:18][C:19]3[CH:24]=[CH:23][C:22]([S:25]([CH3:28])(=[O:26])=[O:27])=[CH:21][CH:20]=3)[CH2:14][CH2:15]2)[CH2:6][CH2:5][CH2:4][CH2:3][CH2:2]1. (2) Given the reactants [NH2:1][C:2]1[CH:7]=[CH:6][C:5]([CH2:8][C:9]([O:11][C:12]([CH3:15])([CH3:14])[CH3:13])=[O:10])=[CH:4][C:3]=1[O:16][CH3:17].C(N(CC)CC)C.[CH3:25][O:26][C:27]1[CH:32]=[CH:31][CH:30]=[CH:29][C:28]=1[N:33]=[C:34]=[O:35], predict the reaction product. The product is: [CH3:25][O:26][C:27]1[CH:32]=[CH:31][CH:30]=[CH:29][C:28]=1[NH:33][C:34](=[O:35])[NH:1][C:2]1[CH:7]=[CH:6][C:5]([CH2:8][C:9]([O:11][C:12]([CH3:14])([CH3:13])[CH3:15])=[O:10])=[CH:4][C:3]=1[O:16][CH3:17]. (3) The product is: [N+:9]([C:3]1[CH:4]=[C:5]([F:8])[CH:6]=[CH:7][C:2]=1[NH:24][CH2:23][CH2:22][CH2:21][N:19]([CH3:20])[C:17](=[O:18])[O:16][C:12]([CH3:13])([CH3:15])[CH3:14])([O-:11])=[O:10]. Given the reactants F[C:2]1[CH:7]=[CH:6][C:5]([F:8])=[CH:4][C:3]=1[N+:9]([O-:11])=[O:10].[C:12]([O:16][C:17]([N:19]([CH2:21][CH2:22][CH2:23][NH2:24])[CH3:20])=[O:18])([CH3:15])([CH3:14])[CH3:13].C(N(C(C)C)CC)(C)C, predict the reaction product. (4) Given the reactants [OH-].[Na+].C[O:4][C:5](=[O:29])[CH2:6][C:7]1[CH:11]=[C:10]([C:12]2[CH:17]=[CH:16][C:15]([CH3:18])=[CH:14][CH:13]=2)[N:9]([C:19]2[CH:24]=[CH:23][C:22]([S:25]([NH2:28])(=[O:27])=[O:26])=[CH:21][CH:20]=2)[N:8]=1, predict the reaction product. The product is: [NH2:28][S:25]([C:22]1[CH:21]=[CH:20][C:19]([N:9]2[C:10]([C:12]3[CH:17]=[CH:16][C:15]([CH3:18])=[CH:14][CH:13]=3)=[CH:11][C:7]([CH2:6][C:5]([OH:29])=[O:4])=[N:8]2)=[CH:24][CH:23]=1)(=[O:26])=[O:27].